From a dataset of Catalyst prediction with 721,799 reactions and 888 catalyst types from USPTO. Predict which catalyst facilitates the given reaction. (1) Reactant: [Cl:1][C:2]1[CH:12]=[C:11]([Cl:13])[CH:10]=[CH:9][C:3]=1[O:4][CH2:5][C:6]([NH2:8])=[O:7].[N-:14]=[N+:15]=[N-:16].[Na+].Cl.C([N:21]([CH2:24][CH3:25])CC)C.Cl. Product: [Cl:1][C:2]1[CH:12]=[C:11]([Cl:13])[CH:10]=[CH:9][C:3]=1[O:4][CH2:5][C:6]([NH:8][C:3]1[CH:2]=[CH:12][CH:11]=[C:25]([C:24]2[NH:21][N:16]=[N:15][N:14]=2)[CH:9]=1)=[O:7]. The catalyst class is: 264. (2) Reactant: [F:1][C:2]1[CH:7]=[CH:6][C:5]([N:8]2[C:12]3([CH2:17][CH2:16][NH:15][CH2:14][CH2:13]3)[C:11](=[O:18])[N:10]([CH2:19][C:20]3[CH:21]=[C:22]([CH:30]=[CH:31][CH:32]=3)[C:23]([O:25][C:26]([CH3:29])([CH3:28])[CH3:27])=[O:24])[CH2:9]2)=[CH:4][CH:3]=1.[I-].[Na+].C(=O)([O-])[O-].[K+].[K+].Cl[CH2:42][CH2:43][CH2:44][N:45]1[C:53]2[C:48](=[CH:49][CH:50]=[CH:51][CH:52]=2)[C:47]([CH3:55])([CH3:54])[C:46]1=[O:56]. Product: [CH3:55][C:47]1([CH3:54])[C:48]2[C:53](=[CH:52][CH:51]=[CH:50][CH:49]=2)[N:45]([CH2:44][CH2:43][CH2:42][N:15]2[CH2:14][CH2:13][C:12]3([N:8]([C:5]4[CH:4]=[CH:3][C:2]([F:1])=[CH:7][CH:6]=4)[CH2:9][N:10]([CH2:19][C:20]4[CH:21]=[C:22]([CH:30]=[CH:31][CH:32]=4)[C:23]([O:25][C:26]([CH3:27])([CH3:28])[CH3:29])=[O:24])[C:11]3=[O:18])[CH2:17][CH2:16]2)[C:46]1=[O:56]. The catalyst class is: 131. (3) Reactant: [NH:1]1[C:5]2[CH2:6][NH:7][CH2:8][CH2:9][C:4]=2[CH:3]=[N:2]1.[Cl:10][C:11]1[C:19]([C:20]([F:23])([F:22])[F:21])=[CH:18][CH:17]=[CH:16][C:12]=1[C:13](O)=[O:14].CCN(C(C)C)C(C)C.CN(C(ON1N=NC2C=CC=NC1=2)=[N+](C)C)C.F[P-](F)(F)(F)(F)F. Product: [Cl:10][C:11]1[C:19]([C:20]([F:22])([F:23])[F:21])=[CH:18][CH:17]=[CH:16][C:12]=1[C:13]([N:7]1[CH2:8][CH2:9][C:4]2[CH:3]=[N:2][NH:1][C:5]=2[CH2:6]1)=[O:14]. The catalyst class is: 3. (4) Reactant: [OH:1][C:2]1[CH:7]=[CH:6][CH:5]=[CH:4][C:3]=1[CH2:8][C:9]([OH:11])=[O:10].[N+:12]([O-])([OH:14])=[O:13]. Product: [OH:1][C:2]1[CH:7]=[C:6]([N+:12]([O-:14])=[O:13])[CH:5]=[CH:4][C:3]=1[CH2:8][C:9]([OH:11])=[O:10]. The catalyst class is: 6. (5) Reactant: [CH2:1]([O:3][C:4](=[O:27])[CH2:5][O:6][C:7]1[CH:16]=[CH:15][C:14]2[C:9](=[CH:10][CH:11]=[C:12]([C:17]3[S:21][C:20]4[CH:22]=[CH:23][CH:24]=[CH:25][C:19]=4[CH:18]=3)[CH:13]=2)[C:8]=1[Cl:26])[CH3:2].[C:28](Cl)(=[O:33])[CH2:29][CH2:30][CH2:31][CH3:32].[Sn](Cl)(Cl)(Cl)Cl. Product: [CH2:1]([O:3][C:4](=[O:27])[CH2:5][O:6][C:7]1[CH:16]=[CH:15][C:14]2[C:9](=[CH:10][CH:11]=[C:12]([C:17]3[S:21][C:20]4[CH:22]=[CH:23][CH:24]=[CH:25][C:19]=4[C:18]=3[C:28](=[O:33])[CH2:29][CH2:30][CH2:31][CH3:32])[CH:13]=2)[C:8]=1[Cl:26])[CH3:2]. The catalyst class is: 22. (6) Reactant: [CH:1]1([CH2:4][O:5][C:6]2[CH:11]=[CH:10][CH:9]=[C:8]([F:12])[C:7]=2[F:13])[CH2:3][CH2:2]1.CCCCCC.C([Li])CCC.[C:25](=[O:27])=[O:26].C(=O)([O-])O.[Na+]. Product: [CH:1]1([CH2:4][O:5][C:6]2[CH:11]=[CH:10][C:9]([C:25]([OH:27])=[O:26])=[C:8]([F:12])[C:7]=2[F:13])[CH2:2][CH2:3]1. The catalyst class is: 1. (7) Reactant: [CH3:1][N:2]1[C:10]2[C:5](=[CH:6][C:7]([CH2:11][C:12]3[N:16]4[N:17]=[C:18]([C:21](=O)[CH3:22])[CH:19]=[CH:20][C:15]4=[N:14][CH:13]=3)=[CH:8][CH:9]=2)[CH:4]=[N:3]1.Cl.[NH2:25][O:26][CH2:27][CH2:28][OH:29]. Product: [OH:29][CH2:28][CH2:27][O:26]/[N:25]=[C:21](/[C:18]1[CH:19]=[CH:20][C:15]2[N:16]([C:12]([CH2:11][C:7]3[CH:6]=[C:5]4[C:10](=[CH:9][CH:8]=3)[N:2]([CH3:1])[N:3]=[CH:4]4)=[CH:13][N:14]=2)[N:17]=1)\[CH3:22]. The catalyst class is: 1.